From a dataset of Full USPTO retrosynthesis dataset with 1.9M reactions from patents (1976-2016). Predict the reactants needed to synthesize the given product. (1) Given the product [CH2:1]([O:8][C:9]([N:11]1[CH2:16][CH2:15][CH:14]([CH2:17][NH:18][C:22]2[C:21]([Cl:20])=[CH:26][CH:25]=[CH:24][N:23]=2)[CH2:13][CH2:12]1)=[O:10])[C:2]1[CH:7]=[CH:6][CH:5]=[CH:4][CH:3]=1, predict the reactants needed to synthesize it. The reactants are: [CH2:1]([O:8][C:9]([N:11]1[CH2:16][CH2:15][C@H:14]([CH2:17][NH2:18])[C@H:13](O)[CH2:12]1)=[O:10])[C:2]1[CH:7]=[CH:6][CH:5]=[CH:4][CH:3]=1.[Cl:20][C:21]1[CH:22]=[N:23][CH:24]=[CH:25][CH:26]=1. (2) Given the product [CH:1]1([C@H:6]([C:10]2[O:11][C:12]([C:15]3[C:16]4[CH:23]=[CH:22][NH:21][C:17]=4[N:18]=[CH:19][N:20]=3)=[CH:13][N:14]=2)[CH2:7][C:8]#[N:9])[CH2:5][CH2:4][CH2:3][CH2:2]1, predict the reactants needed to synthesize it. The reactants are: [CH:1]1([CH:6]([C:10]2[O:11][C:12]([C:15]3[C:16]4[CH:23]=[CH:22][N:21](COCC[Si](C)(C)C)[C:17]=4[N:18]=[CH:19][N:20]=3)=[CH:13][N:14]=2)[CH2:7][C:8]#[N:9])[CH2:5][CH2:4][CH2:3][CH2:2]1.C(O)(C(F)(F)F)=O. (3) Given the product [O:3]1[C:7]2[CH:8]=[CH:9][CH:10]=[C:11]([CH:12]3[CH2:17][CH2:16][N:15]([CH2:18][CH2:19][C@H:20]4[CH2:21][CH2:22][C@H:23]([NH:26][C:37](=[O:38])[C:36]5[CH:35]=[CH:34][C:33]([C:30]6[N:29]=[C:28]([CH3:27])[O:32][N:31]=6)=[CH:41][CH:40]=5)[CH2:24][CH2:25]4)[CH2:14][CH2:13]3)[C:6]=2[CH2:5][CH2:4]1, predict the reactants needed to synthesize it. The reactants are: Cl.Cl.[O:3]1[C:7]2[CH:8]=[CH:9][CH:10]=[C:11]([CH:12]3[CH2:17][CH2:16][N:15]([CH2:18][CH2:19][C@H:20]4[CH2:25][CH2:24][C@H:23]([NH2:26])[CH2:22][CH2:21]4)[CH2:14][CH2:13]3)[C:6]=2[CH2:5][CH2:4]1.[CH3:27][C:28]1[O:32][N:31]=[C:30]([C:33]2[CH:41]=[CH:40][C:36]([C:37](O)=[O:38])=[CH:35][CH:34]=2)[N:29]=1. (4) Given the product [CH3:15][O:6][C:4](=[O:5])[C:3]1[CH:7]=[CH:8][CH:9]=[C:10]([NH2:11])[C:2]=1[OH:1], predict the reactants needed to synthesize it. The reactants are: [OH:1][C:2]1[C:10]([N+:11]([O-])=O)=[C:9](C)[CH:8]=[CH:7][C:3]=1[C:4]([OH:6])=[O:5].[C:15](O)(=O)C. (5) Given the product [CH2:1]([N:3]([CH2:7][CH3:8])[CH2:4][CH2:5][NH:6][C:10]1=[N:11][C:12](=[O:15])[S:13]/[C:14]/1=[CH:16]\[C:18]1[CH:36]=[CH:35][C:21]([O:22][C:23]2[C:32]3[C:27](=[CH:28][CH:29]=[CH:30][CH:31]=3)[C:26]([C:33]#[N:34])=[CH:25][CH:24]=2)=[C:20]([O:37][CH3:38])[CH:19]=1)[CH3:2], predict the reactants needed to synthesize it. The reactants are: [CH2:1]([N:3]([CH2:7][CH3:8])[CH2:4][CH2:5][NH2:6])[CH3:2].S=[C:10]1[CH2:14][S:13][C:12](=[O:15])[NH:11]1.[CH:16]([C:18]1[CH:36]=[CH:35][C:21]([O:22][C:23]2[C:32]3[C:27](=[CH:28][CH:29]=[CH:30][CH:31]=3)[C:26]([C:33]#[N:34])=[CH:25][CH:24]=2)=[C:20]([O:37][CH3:38])[CH:19]=1)=O.CC(C)([O-])C.[K+].[Cl-].[NH4+]. (6) Given the product [C:21]([NH:29][NH:30][C:18]([CH:13]1[CH2:12][CH2:11][CH:10]2[CH2:17][N:14]1[C:15](=[O:16])[N:9]2[O:8][CH2:1][C:2]1[CH:3]=[CH:4][CH:5]=[CH:6][CH:7]=1)=[O:20])(=[O:28])[C:22]1[CH:27]=[CH:26][CH:25]=[CH:24][CH:23]=1, predict the reactants needed to synthesize it. The reactants are: [CH2:1]([O:8][N:9]1[C:15](=[O:16])[N:14]2[CH2:17][CH:10]1[CH2:11][CH2:12][CH:13]2[C:18]([OH:20])=O)[C:2]1[CH:7]=[CH:6][CH:5]=[CH:4][CH:3]=1.[C:21]([NH:29][NH2:30])(=[O:28])[C:22]1[CH:27]=[CH:26][CH:25]=[CH:24][CH:23]=1.[I-].ClC1C=CC=C[N+]=1C.C(=O)(O)[O-].[Na+].